This data is from Catalyst prediction with 721,799 reactions and 888 catalyst types from USPTO. The task is: Predict which catalyst facilitates the given reaction. Reactant: [CH:1]1([CH2:7][NH:8][C:9](=[O:17])[C:10]2[CH:15]=[CH:14][N:13]=[C:12](Cl)[CH:11]=2)[CH2:6][CH2:5][CH2:4][CH2:3][CH2:2]1.[CH2:18]([OH:25])[C:19]1[CH:24]=[CH:23][CH:22]=[CH:21][CH:20]=1.[H-].[Na+].C(O)(=O)CC(CC(O)=O)(C(O)=O)O. Product: [CH:1]1([CH2:7][NH:8][C:9](=[O:17])[C:10]2[CH:15]=[CH:14][N:13]=[C:12]([O:25][CH2:18][C:19]3[CH:24]=[CH:23][CH:22]=[CH:21][CH:20]=3)[CH:11]=2)[CH2:6][CH2:5][CH2:4][CH2:3][CH2:2]1. The catalyst class is: 18.